This data is from Catalyst prediction with 721,799 reactions and 888 catalyst types from USPTO. The task is: Predict which catalyst facilitates the given reaction. (1) Product: [CH3:1][O:2][C:3]1[CH:4]=[C:5]([CH:19]=[CH:20][C:21]=1[O:22][CH3:23])[C:6]([NH:8][CH2:9][C:10]1[CH:18]=[CH:17][CH:16]=[C:12]([C:13](=[O:15])[NH:39][C:35]2[CH:36]=[C:37]3[C:32](=[CH:33][CH:34]=2)[CH2:31][CH:30]([N:24]2[CH2:25][CH2:26][O:27][CH2:28][CH2:29]2)[CH2:38]3)[CH:11]=1)=[O:7]. The catalyst class is: 25. Reactant: [CH3:1][O:2][C:3]1[CH:4]=[C:5]([CH:19]=[CH:20][C:21]=1[O:22][CH3:23])[C:6]([NH:8][CH2:9][C:10]1[CH:11]=[C:12]([CH:16]=[CH:17][CH:18]=1)[C:13]([OH:15])=O)=[O:7].[N:24]1([CH:30]2[CH2:38][C:37]3[C:32](=[CH:33][CH:34]=[C:35]([NH2:39])[CH:36]=3)[CH2:31]2)[CH2:29][CH2:28][O:27][CH2:26][CH2:25]1.CN(C=O)C.CN(C(ON1N=NC2C=CC=CC1=2)=[N+](C)C)C.[B-](F)(F)(F)F. (2) Reactant: [CH3:1][O:2][C:3]1[CH:10]=[CH:9][C:6]([CH2:7]Cl)=[CH:5][CH:4]=1.[CH3:11][O:12][C:13](=[O:23])[C:14]1[CH:19]=[C:18]([Cl:20])[C:17]([OH:21])=[CH:16][C:15]=1[OH:22].C1CCN2C(=NCCC2)CC1.O. Product: [CH3:11][O:12][C:13](=[O:23])[C:14]1[CH:19]=[C:18]([Cl:20])[C:17]([O:21][CH2:7][C:6]2[CH:9]=[CH:10][C:3]([O:2][CH3:1])=[CH:4][CH:5]=2)=[CH:16][C:15]=1[OH:22]. The catalyst class is: 3. (3) Reactant: [OH-].[Li+].[F:3][C:4]1[CH:9]=[CH:8][C:7]([O:10][CH3:11])=[CH:6][C:5]=1[NH:12][C:13]1[N:22]=[CH:21][CH:20]=[CH:19][C:14]=1[C:15]([O:17]C)=[O:16]. Product: [F:3][C:4]1[CH:9]=[CH:8][C:7]([O:10][CH3:11])=[CH:6][C:5]=1[NH:12][C:13]1[N:22]=[CH:21][CH:20]=[CH:19][C:14]=1[C:15]([OH:17])=[O:16]. The catalyst class is: 20. (4) Reactant: [CH3:1][O:2][C:3](=[O:28])[C:4]1[CH:9]=[C:8]([O:10][CH3:11])[CH:7]=[CH:6][C:5]=1[NH:12][C:13]1[N:14]([C:21]2[CH:26]=[CH:25][CH:24]=[CH:23][C:22]=2[CH3:27])[N:15]=[C:16]([CH3:20])[C:17]=1[C:18]#[N:19].[OH-:29].[NH4+]. Product: [CH3:1][O:2][C:3](=[O:28])[C:4]1[CH:9]=[C:8]([O:10][CH3:11])[CH:7]=[CH:6][C:5]=1[NH:12][C:13]1[N:14]([C:21]2[CH:26]=[CH:25][CH:24]=[CH:23][C:22]=2[CH3:27])[N:15]=[C:16]([CH3:20])[C:17]=1[C:18](=[O:29])[NH2:19]. The catalyst class is: 65. (5) Reactant: [CH:1]([C:3]1[S:7][CH:6]=[C:5]([C:8]([O:10][CH3:11])=[O:9])[CH:4]=1)=[O:2].C1COCC1.[BH4-].[Na+].Cl. Product: [OH:2][CH2:1][C:3]1[S:7][CH:6]=[C:5]([C:8]([O:10][CH3:11])=[O:9])[CH:4]=1. The catalyst class is: 5. (6) Reactant: [C:1]1([CH:7]([C:42]2[CH:47]=[CH:46][CH:45]=[CH:44][CH:43]=2)[CH2:8][CH2:9][O:10][C:11]([C:13]2[CH:14]([C:35]3[CH:40]=[CH:39][CH:38]=[C:37]([Cl:41])[CH:36]=3)[N:15]=[C:16]([C:29]3[CH:34]=[CH:33][CH:32]=[CH:31][CH:30]=3)[NH:17][C:18]=2[CH2:19][O:20][CH2:21][CH2:22][CH:23]2[CH2:28][CH2:27][CH2:26][CH2:25][CH2:24]2)=[O:12])[CH:6]=[CH:5][CH:4]=[CH:3][CH:2]=1.O. Product: [C:42]1([CH:7]([C:1]2[CH:6]=[CH:5][CH:4]=[CH:3][CH:2]=2)[CH2:8][CH2:9][O:10][C:11]([C:13]2[C:14]([C:35]3[CH:40]=[CH:39][CH:38]=[C:37]([Cl:41])[CH:36]=3)=[N:15][C:16]([C:29]3[CH:30]=[CH:31][CH:32]=[CH:33][CH:34]=3)=[N:17][C:18]=2[CH2:19][O:20][CH2:21][CH2:22][CH:23]2[CH2:28][CH2:27][CH2:26][CH2:25][CH2:24]2)=[O:12])[CH:43]=[CH:44][CH:45]=[CH:46][CH:47]=1. The catalyst class is: 48.